From a dataset of Reaction yield outcomes from USPTO patents with 853,638 reactions. Predict the reaction yield, written as a fraction of the theoretical maximum amount of product (1.0 means a 100% yield; for example, 0.34 means a 34% yield). (1) The reactants are [C:1](Cl)(=[O:4])[CH2:2][CH3:3].OC(C(F)(F)F)=O.[NH2:13][C:14]1[S:18][C:17]([C:19]2[CH:24]=[CH:23][N:22]=[C:21]([NH:25][C:26]3[CH:27]=[C:28]([CH3:32])[CH:29]=[CH:30][CH:31]=3)[N:20]=2)=[CH:16][CH:15]=1.N1C=CC=CC=1. The catalyst is C(Cl)Cl.CS(C)=O. The product is [C:28]1([CH3:32])[CH:29]=[CH:30][CH:31]=[C:26]([NH:25][C:21]2[N:20]=[C:19]([C:17]3[S:18][C:14]([NH:13][C:1](=[O:4])[CH2:2][CH3:3])=[CH:15][CH:16]=3)[CH:24]=[CH:23][N:22]=2)[CH:27]=1. The yield is 0.396. (2) The reactants are [Si]([O:8][CH2:9][C:10]1[N:11]=[C:12]([CH:16]2[CH2:21][CH2:20][O:19][CH2:18][CH2:17]2)[S:13][C:14]=1[CH3:15])(C(C)(C)C)(C)C.CCCC[N+](CCCC)(CCCC)CCCC.[F-]. The catalyst is C1COCC1. The product is [CH3:15][C:14]1[S:13][C:12]([CH:16]2[CH2:21][CH2:20][O:19][CH2:18][CH2:17]2)=[N:11][C:10]=1[CH2:9][OH:8]. The yield is 0.830. (3) The reactants are [Cl:1][C:2]1[CH:3]=[CH:4][C:5]([NH:8][C:9]([C:11]2[CH:16]=[CH:15][CH:14]=[CH:13][C:12]=2[NH:17][C:18]([C:20]2[CH:25]=[CH:24][C:23]([C:26]3[CH:31]=[CH:30][CH:29]=[CH:28][C:27]=3[C:32]#[N:33])=[CH:22][CH:21]=2)=[O:19])=[O:10])=[N:6][CH:7]=1.[BH4-].[Na+]. The catalyst is CN(C=O)C.[Co](Cl)Cl. The product is [NH2:33][CH2:32][C:27]1[CH:28]=[CH:29][CH:30]=[CH:31][C:26]=1[C:23]1[CH:22]=[CH:21][C:20]([C:18]([NH:17][C:12]2[CH:13]=[CH:14][CH:15]=[CH:16][C:11]=2[C:9](=[O:10])[NH:8][C:5]2[CH:4]=[CH:3][C:2]([Cl:1])=[CH:7][N:6]=2)=[O:19])=[CH:25][CH:24]=1. The yield is 0.430.